Dataset: Forward reaction prediction with 1.9M reactions from USPTO patents (1976-2016). Task: Predict the product of the given reaction. Given the reactants [NH2:1][CH2:2][C:3]([NH:5][C@H:6]([C:16]([O:18]CC)=O)[CH2:7][C:8]1[CH:13]=[CH:12][N:11]=[C:10]([O:14][CH3:15])[CH:9]=1)=[O:4].C(N(CC)C(C)C)(C)C, predict the reaction product. The product is: [CH3:15][O:14][C:10]1[CH:9]=[C:8]([CH2:7][CH:6]2[NH:5][C:3](=[O:4])[CH2:2][NH:1][C:16]2=[O:18])[CH:13]=[CH:12][N:11]=1.